From a dataset of Forward reaction prediction with 1.9M reactions from USPTO patents (1976-2016). Predict the product of the given reaction. (1) Given the reactants [Cl:1][C:2]1[CH:7]=[CH:6][C:5]([O:8][C:9]([N:11]2[C:19]3[C:14](=[CH:15][C:16]([O:20][CH2:21][CH2:22][CH2:23][CH2:24]Br)=[CH:17][CH:18]=3)[CH2:13][CH2:12]2)=[O:10])=[CH:4][CH:3]=1.[CH2:26]([CH2:29][NH2:30])[CH:27]=C.[CH3:31]N(C=O)C, predict the reaction product. The product is: [Cl:1][C:2]1[CH:7]=[CH:6][C:5]([O:8][C:9]([N:11]2[C:19]3[C:14](=[CH:15][C:16]([O:20][CH2:21][CH2:22][CH2:23][CH2:24][N:30]([CH2:29][CH:26]=[CH2:27])[CH3:31])=[CH:17][CH:18]=3)[CH2:13][CH2:12]2)=[O:10])=[CH:4][CH:3]=1. (2) Given the reactants Br[C:2]1[CH:7]=[C:6]([C:8]2[C:9]([C:32]3[CH:37]=[CH:36][CH:35]=[C:34]([CH3:38])[N:33]=3)=[N:10][N:11]([C:13]([C:26]3[CH:31]=[CH:30][CH:29]=[CH:28][CH:27]=3)([C:20]3[CH:25]=[CH:24][CH:23]=[CH:22][CH:21]=3)[C:14]3[CH:19]=[CH:18][CH:17]=[CH:16][CH:15]=3)[CH:12]=2)[CH:5]=[CH:4][N:3]=1.[CH:39]([C:41]1[CH:46]=[CH:45][C:44](B(O)O)=[CH:43][CH:42]=1)=[O:40], predict the reaction product. The product is: [CH3:38][C:34]1[N:33]=[C:32]([C:9]2[C:8]([C:6]3[CH:5]=[CH:4][N:3]=[C:2]([C:44]4[CH:45]=[CH:46][C:41]([CH:39]=[O:40])=[CH:42][CH:43]=4)[CH:7]=3)=[CH:12][N:11]([C:13]([C:26]3[CH:31]=[CH:30][CH:29]=[CH:28][CH:27]=3)([C:20]3[CH:25]=[CH:24][CH:23]=[CH:22][CH:21]=3)[C:14]3[CH:19]=[CH:18][CH:17]=[CH:16][CH:15]=3)[N:10]=2)[CH:37]=[CH:36][CH:35]=1. (3) Given the reactants [Cl-].[CH3:2][C@:3]12[C@@:20]3([CH3:21])[C@@H:11]([C@:12]4([CH3:25])[C@@H:17]([CH2:18][CH2:19]3)[C:16]([CH3:23])([CH3:22])[C:15](=[O:24])[CH2:14][CH2:13]4)[CH2:10][CH2:9][C@@H:8]1[C@H:7]1[C@H:26]([C:29]([CH3:31])=[CH2:30])[CH2:27][CH2:28][C@:6]1([NH3+:32])[CH2:5][CH2:4]2.[O-]P(OP(OP([O-])([O-])=O)([O-])=O)(=O)[O-].[K+].[K+].[K+].[K+].[K+].Cl[CH2:52][CH2:53]Cl, predict the reaction product. The product is: [N:32]1([C@:6]23[CH2:28][CH2:27][C@@H:26]([C:29]([CH3:31])=[CH2:30])[C@@H:7]2[C@@H:8]2[C@@:3]([CH3:2])([CH2:4][CH2:5]3)[C@@:20]3([CH3:21])[C@@H:11]([C@:12]4([CH3:25])[C@@H:17]([CH2:18][CH2:19]3)[C:16]([CH3:22])([CH3:23])[C:15](=[O:24])[CH2:14][CH2:13]4)[CH2:10][CH2:9]2)[CH2:53][CH2:52]1.